Dataset: NCI-60 drug combinations with 297,098 pairs across 59 cell lines. Task: Regression. Given two drug SMILES strings and cell line genomic features, predict the synergy score measuring deviation from expected non-interaction effect. (1) Drug 1: CCCCCOC(=O)NC1=NC(=O)N(C=C1F)C2C(C(C(O2)C)O)O. Drug 2: CC1=C2C(C(=O)C3(C(CC4C(C3C(C(C2(C)C)(CC1OC(=O)C(C(C5=CC=CC=C5)NC(=O)C6=CC=CC=C6)O)O)OC(=O)C7=CC=CC=C7)(CO4)OC(=O)C)O)C)OC(=O)C. Cell line: UACC-257. Synergy scores: CSS=8.63, Synergy_ZIP=-3.84, Synergy_Bliss=2.91, Synergy_Loewe=-18.8, Synergy_HSA=1.19. (2) Drug 1: CC1C(C(CC(O1)OC2CC(OC(C2O)C)OC3=CC4=CC5=C(C(=O)C(C(C5)C(C(=O)C(C(C)O)O)OC)OC6CC(C(C(O6)C)O)OC7CC(C(C(O7)C)O)OC8CC(C(C(O8)C)O)(C)O)C(=C4C(=C3C)O)O)O)O. Drug 2: C#CCC(CC1=CN=C2C(=N1)C(=NC(=N2)N)N)C3=CC=C(C=C3)C(=O)NC(CCC(=O)O)C(=O)O. Cell line: RPMI-8226. Synergy scores: CSS=30.3, Synergy_ZIP=-0.820, Synergy_Bliss=0.580, Synergy_Loewe=-1.21, Synergy_HSA=-0.482.